Task: Regression. Given a peptide amino acid sequence and an MHC pseudo amino acid sequence, predict their binding affinity value. This is MHC class II binding data.. Dataset: Peptide-MHC class II binding affinity with 134,281 pairs from IEDB (1) The peptide sequence is REKKLSEFGKAKGSR. The MHC is DRB1_1301 with pseudo-sequence DRB1_1301. The binding affinity (normalized) is 0.808. (2) The peptide sequence is TPHQGEVYTAHVEHPSLK. The MHC is H-2-IAs with pseudo-sequence H-2-IAs. The binding affinity (normalized) is 0.0129. (3) The peptide sequence is GKAKGSRAIWYMWLG. The MHC is DRB1_0301 with pseudo-sequence DRB1_0301. The binding affinity (normalized) is 0.337. (4) The peptide sequence is MAVHQYTVALFLAVA. The MHC is HLA-DPA10201-DPB11401 with pseudo-sequence HLA-DPA10201-DPB11401. The binding affinity (normalized) is 0.393. (5) The peptide sequence is YDKFLANVSTFLTGK. The MHC is DRB3_0202 with pseudo-sequence DRB3_0202. The binding affinity (normalized) is 0.886. (6) The peptide sequence is RRGVRSLSNKIKQKTHHHHHH. The MHC is DRB1_1101 with pseudo-sequence DRB1_1101. The binding affinity (normalized) is 0.787. (7) The peptide sequence is RDLLLIVTRIVELLGR. The MHC is DRB1_1501 with pseudo-sequence DRB1_1501. The binding affinity (normalized) is 0.342.